From a dataset of Full USPTO retrosynthesis dataset with 1.9M reactions from patents (1976-2016). Predict the reactants needed to synthesize the given product. (1) The reactants are: [H-].[Na+].[C:3]([CH2:5][C:6]([NH2:8])=[O:7])#[N:4].F[C:10]1[CH:19]=[CH:18][C:13]([C:14]([O:16][CH3:17])=[O:15])=[CH:12][C:11]=1[N+:20]([O-:22])=[O:21].Cl. Given the product [NH2:8][C:6](=[O:7])[CH:5]([C:10]1[CH:19]=[CH:18][C:13]([C:14]([O:16][CH3:17])=[O:15])=[CH:12][C:11]=1[N+:20]([O-:22])=[O:21])[C:3]#[N:4], predict the reactants needed to synthesize it. (2) Given the product [NH2:16][CH:14]([CH3:15])[CH2:13][O:12][C:11]1[CH:20]=[CH:21][C:22]([F:24])=[CH:23][C:10]=1[C:8]#[N:9], predict the reactants needed to synthesize it. The reactants are: FC(F)(F)C(O)=O.[C:8]([C:10]1[CH:23]=[C:22]([F:24])[CH:21]=[CH:20][C:11]=1[O:12][CH2:13][CH:14]([NH:16]C(=O)[O-])[CH3:15])#[N:9]. (3) The reactants are: [C:1]([C:3]1[CH:4]=[CH:5][C:6]([O:13][C:14]2[CH:19]=[C:18]([Cl:20])[CH:17]=[CH:16][C:15]=2[Cl:21])=[C:7]([S:9](Cl)(=[O:11])=[O:10])[CH:8]=1)#[N:2].[CH3:22][CH:23]1[CH2:28][CH2:27][NH:26][CH2:25][CH2:24]1. Given the product [Cl:21][C:15]1[CH:16]=[CH:17][C:18]([Cl:20])=[CH:19][C:14]=1[O:13][C:6]1[CH:5]=[CH:4][C:3]([C:1]#[N:2])=[CH:8][C:7]=1[S:9]([N:26]1[CH2:27][CH2:28][CH:23]([CH3:22])[CH2:24][CH2:25]1)(=[O:11])=[O:10], predict the reactants needed to synthesize it.